From a dataset of Acute oral toxicity (LD50) regression data from Zhu et al.. Regression/Classification. Given a drug SMILES string, predict its toxicity properties. Task type varies by dataset: regression for continuous values (e.g., LD50, hERG inhibition percentage) or binary classification for toxic/non-toxic outcomes (e.g., AMES mutagenicity, cardiotoxicity, hepatotoxicity). Dataset: ld50_zhu. (1) The compound is CCOP(=O)(Sc1ccccc1)Sc1ccccc1. The rat oral LD50 is 3.49, given as -log10 of the dose in mol/kg body weight (higher means more acutely toxic). (2) The drug is O=C(CCCN1CCN2Cc3[nH]c4ccccc4c3CC2C1)c1ccc(F)cc1. The rat oral LD50 is 2.75, given as -log10 of the dose in mol/kg body weight (higher means more acutely toxic). (3) The drug is C=CN(C)C(C)=O. The rat oral LD50 is 1.54, given as -log10 of the dose in mol/kg body weight (higher means more acutely toxic). (4) The drug is O=C(CCCN1CCC(O)(c2ccc(Br)cc2)CC1)c1ccc(F)cc1. The rat oral LD50 is 3.07, given as -log10 of the dose in mol/kg body weight (higher means more acutely toxic). (5) The drug is C=CC(COC)c1ccccc1OC(=O)NC. The rat oral LD50 is 3.37, given as -log10 of the dose in mol/kg body weight (higher means more acutely toxic). (6) The drug is ClCC(Cl)(Cl)CCl. The rat oral LD50 is 1.46, given as -log10 of the dose in mol/kg body weight (higher means more acutely toxic). (7) The compound is CCNC(=O)C=Cc1cccc(Br)c1. The rat oral LD50 is 1.76, given as -log10 of the dose in mol/kg body weight (higher means more acutely toxic). (8) The molecule is CNC(=O)Oc1ccccc1. The rat oral LD50 is 2.45, given as -log10 of the dose in mol/kg body weight (higher means more acutely toxic). (9) The drug is COP(=O)(OC)OC(=C(Cl)Cl)c1ccc(Cl)cc1Cl. The rat oral LD50 is 3.53, given as -log10 of the dose in mol/kg body weight (higher means more acutely toxic).